Task: Regression/Classification. Given a drug SMILES string, predict its absorption, distribution, metabolism, or excretion properties. Task type varies by dataset: regression for continuous measurements (e.g., permeability, clearance, half-life) or binary classification for categorical outcomes (e.g., BBB penetration, CYP inhibition). Dataset: cyp2c19_veith.. Dataset: CYP2C19 inhibition data for predicting drug metabolism from PubChem BioAssay (1) The molecule is CC(=O)C1=NOC(CNC(=O)c2c(-c3ccccc3Cl)noc2C)C1. The result is 1 (inhibitor). (2) The drug is COC(=O)[C@@]1(Cc2ccc(F)cc2)[C@@H]2C(=CC(=O)[C@H]2CC(=O)C(=O)N(C)C)CN1C(=O)c1ccccc1. The result is 1 (inhibitor).